From a dataset of Forward reaction prediction with 1.9M reactions from USPTO patents (1976-2016). Predict the product of the given reaction. (1) Given the reactants C([Si]([O:8]/[C:9](/[C:12]1[CH:17]=[CH:16][CH:15]=[C:14]([Cl:18])[CH:13]=1)=[CH:10]\[CH3:11])(C)C)(C)(C)C.CC[C@H]1[C@H]2C[C@H]([C@H](OC3C4C(=CC=CC=4)C(O[C@H](C4C=CN=C5C=4C=C(OC)C=C5)[C@@H]4N5C[C@H](CC)[C@@H](CC5)C4)=NN=3)C3C=CN=C4C=3C=C([O:40]C)C=C4)N(CC2)C1.CS(N)(=O)=O, predict the reaction product. The product is: [Cl:18][C:14]1[CH:13]=[C:12]([C:9](=[O:8])[C@@H:10]([OH:40])[CH3:11])[CH:17]=[CH:16][CH:15]=1. (2) Given the reactants Br[C:2]1[CH:3]=[C:4]2[C:9](=[CH:10][CH:11]=1)[N:8]=[CH:7][C:6]([CH:12]=[CH:13][C:14]([O:16][CH3:17])=[O:15])=[CH:5]2.C([O-])(=O)C.[K+].O.BrC1C=[CH:33][C:32]2[C:27](=[CH:28][CH:29]=[CH:30][CH:31]=2)N=1, predict the reaction product. The product is: [C:32]1([CH3:33])[CH:27]=[CH:28][CH:29]=[CH:30][C:31]=1[C:2]1[CH:3]=[C:4]2[C:9](=[CH:10][CH:11]=1)[N:8]=[CH:7][C:6]([CH:12]=[CH:13][C:14]([O:16][CH3:17])=[O:15])=[CH:5]2. (3) Given the reactants [F:1][C:2]([F:14])([F:13])[C:3]1[CH:4]=[CH:5][CH:6]=[C:7]2[C:11]=1[C@@H:10]([OH:12])[CH2:9][CH2:8]2.[CH3:15][O:16][C:17](=[O:29])[CH2:18][C@H:19]1[C:23]2[CH:24]=[CH:25][C:26](O)=[CH:27][C:22]=2[O:21][CH2:20]1, predict the reaction product. The product is: [CH3:15][O:16][C:17](=[O:29])[CH2:18][C@H:19]1[C:23]2[CH:24]=[CH:25][C:26]([O:12][C@H:10]3[C:11]4[C:7](=[CH:6][CH:5]=[CH:4][C:3]=4[C:2]([F:13])([F:14])[F:1])[CH2:8][CH2:9]3)=[CH:27][C:22]=2[O:21][CH2:20]1. (4) The product is: [CH3:15][O:14][C:12](=[O:13])[CH:11]([C:6]1[C:7]([CH3:10])=[CH:8][CH:9]=[C:4]([CH:1]2[CH2:2][CH2:3]2)[C:5]=1[C:17]1[CH:26]=[C:21]2[C:20](=[CH:19][CH:18]=1)[O:25][CH2:24][CH2:23][CH2:22]2)[O:16][C:37]([CH3:39])=[CH2:38]. Given the reactants [CH:1]1([C:4]2[C:5]([C:17]3[CH:18]=[CH:19][C:20]4[O:25][CH2:24][CH2:23][CH2:22][C:21]=4[CH:26]=3)=[C:6]([CH:11]([OH:16])[C:12]([O:14][CH3:15])=[O:13])[C:7]([CH3:10])=[CH:8][CH:9]=2)[CH2:3][CH2:2]1.C(=O)([O-])[O-].[Na+].[Na+].C(O[C:37]([CH3:39])=[CH2:38])(=O)C, predict the reaction product. (5) The product is: [F:22][C:23]1[CH:30]=[CH:29][C:26]([CH2:27][O:3][CH2:4][C@@H:5]2[N:10]3[C:11]4[C:20]5[C:15](=[CH:16][CH:17]=[CH:18][CH:19]=5)[N:14]=[CH:13][C:12]=4[N:21]=[C:9]3[CH2:8][O:7][CH2:6]2)=[CH:25][CH:24]=1. Given the reactants [H-].[Na+].[OH:3][CH2:4][C@@H:5]1[N:10]2[C:11]3[C:20]4[C:15](=[CH:16][CH:17]=[CH:18][CH:19]=4)[N:14]=[CH:13][C:12]=3[N:21]=[C:9]2[CH2:8][O:7][CH2:6]1.[F:22][C:23]1[CH:30]=[CH:29][C:26]([CH2:27]Br)=[CH:25][CH:24]=1.C([O-])(O)=O.[Na+], predict the reaction product. (6) Given the reactants [CH:1]1([C:4]2[N:8]([CH3:9])[C:7]3[CH:10]=[C:11]([N:14]4[CH:19]=[CH:18][C:17]([OH:20])=[CH:16][C:15]4=[O:21])[CH:12]=[CH:13][C:6]=3[N:5]=2)[CH2:3][CH2:2]1.[F:22][C:23]([F:32])([F:31])[C:24]1[O:28][C:27]([CH2:29]O)=[CH:26][CH:25]=1.C(P(CCCC)CCCC)CCC.N(C(N1CCCCC1)=O)=NC(N1CCCCC1)=O, predict the reaction product. The product is: [CH:1]1([C:4]2[N:8]([CH3:9])[C:7]3[CH:10]=[C:11]([N:14]4[CH:19]=[CH:18][C:17]([O:20][CH2:29][C:27]5[O:28][C:24]([C:23]([F:32])([F:31])[F:22])=[CH:25][CH:26]=5)=[CH:16][C:15]4=[O:21])[CH:12]=[CH:13][C:6]=3[N:5]=2)[CH2:2][CH2:3]1. (7) Given the reactants Cl[C:2]1[N:3]=[C:4]([C:15]2[C:23]3[C:18](=[N:19][C:20]([CH3:24])=[CH:21][CH:22]=3)[N:17]([CH2:25][O:26][CH2:27][CH2:28][Si:29]([CH3:32])([CH3:31])[CH3:30])[N:16]=2)[N:5]=[N:6][C:7]=1[C:8]([CH3:14])([CH3:13])[C:9](OC)=[O:10].[NH3:33], predict the reaction product. The product is: [CH3:14][C:8]1([CH3:13])[C:7]2[N:6]=[N:5][C:4]([C:15]3[C:23]4[C:18](=[N:19][C:20]([CH3:24])=[CH:21][CH:22]=4)[N:17]([CH2:25][O:26][CH2:27][CH2:28][Si:29]([CH3:32])([CH3:31])[CH3:30])[N:16]=3)=[N:3][C:2]=2[NH:33][C:9]1=[O:10]. (8) Given the reactants [NH:1]1[CH2:7][CH2:6][CH2:5][CH:4]([C:8]2[N:16]3[C:11]([C:12]([NH2:17])=[N:13][CH:14]=[N:15]3)=[C:10]([C:18]3[CH:19]=[CH:20][C:21]4[C:25]([CH:26]=3)=[N:24][N:23]([CH2:27][C:28]3[CH:33]=[CH:32][CH:31]=[CH:30][CH:29]=3)[CH:22]=4)[CH:9]=2)[CH2:3][CH2:2]1.CC(O)=O.C(O[C:41]1(O[Si](C)(C)C)[CH2:43][CH2:42]1)C.C([BH3-])#N.[Na+].[OH-].[Na+], predict the reaction product. The product is: [CH2:27]([N:23]1[CH:22]=[C:21]2[C:25]([CH:26]=[C:18]([C:10]3[CH:9]=[C:8]([CH:4]4[CH2:5][CH2:6][CH2:7][N:1]([CH:41]5[CH2:43][CH2:42]5)[CH2:2][CH2:3]4)[N:16]4[C:11]=3[C:12]([NH2:17])=[N:13][CH:14]=[N:15]4)[CH:19]=[CH:20]2)=[N:24]1)[C:28]1[CH:33]=[CH:32][CH:31]=[CH:30][CH:29]=1. (9) Given the reactants [C:1]([C:5]1[CH:6]=[C:7]2[C:12](=[C:13]([F:15])[CH:14]=1)[C:11](=[O:16])[N:10]([C:17]1[CH:24]=[C:23]([F:25])[CH:22]=[C:21]([C:26]3[CH:31]=[C:30]([NH:32][C:33]4[CH:38]=[CH:37][C:36]([N:39]5[CH2:44][C@@H:43]([CH3:45])[N:42]([CH:46]6[CH2:49][O:48][CH2:47]6)[CH2:41][C@@H:40]5[CH3:50])=[CH:35][N:34]=4)[C:29](=[O:51])[N:28]([CH3:52])[CH:27]=3)[C:18]=1[CH:19]=[O:20])[N:9]=[CH:8]2)([CH3:4])([CH3:3])[CH3:2].[BH4-].[Na+], predict the reaction product. The product is: [C:1]([C:5]1[CH:6]=[C:7]2[C:12](=[C:13]([F:15])[CH:14]=1)[C:11](=[O:16])[N:10]([C:17]1[CH:24]=[C:23]([F:25])[CH:22]=[C:21]([C:26]3[CH:31]=[C:30]([NH:32][C:33]4[CH:38]=[CH:37][C:36]([N:39]5[CH2:44][C@@H:43]([CH3:45])[N:42]([CH:46]6[CH2:49][O:48][CH2:47]6)[CH2:41][C@@H:40]5[CH3:50])=[CH:35][N:34]=4)[C:29](=[O:51])[N:28]([CH3:52])[CH:27]=3)[C:18]=1[CH2:19][OH:20])[N:9]=[CH:8]2)([CH3:3])([CH3:4])[CH3:2]. (10) Given the reactants [CH3:1][S:2]([C:5]1[CH:14]=[C:9]([C:10]([O:12][CH3:13])=[O:11])[C:8]([OH:15])=[CH:7][CH:6]=1)(=[O:4])=[O:3].[C:16](OC(O[C:16]([CH3:19])([CH3:18])[CH3:17])N(C)C)([CH3:19])([CH3:18])[CH3:17], predict the reaction product. The product is: [CH3:13][O:12][C:10](=[O:11])[C:9]1[CH:14]=[C:5]([S:2]([CH3:1])(=[O:3])=[O:4])[CH:6]=[CH:7][C:8]=1[O:15][C:16]([CH3:19])([CH3:18])[CH3:17].